This data is from Forward reaction prediction with 1.9M reactions from USPTO patents (1976-2016). The task is: Predict the product of the given reaction. (1) Given the reactants Cl[CH2:2][CH2:3][CH2:4][N:5]1[C:13]2[C:8](=[CH:9][CH:10]=[CH:11][CH:12]=2)[C:7]2[CH2:14][CH2:15][O:16][C:17]3[CH:22]=[CH:21][CH:20]=[CH:19][C:18]=3[C:6]1=2.[NH:23]1[CH2:28][CH2:27][CH2:26][CH2:25][CH2:24]1, predict the reaction product. The product is: [N:23]1([CH2:2][CH2:3][CH2:4][N:5]2[C:13]3[C:8](=[CH:9][CH:10]=[CH:11][CH:12]=3)[C:7]3[CH2:14][CH2:15][O:16][C:17]4[CH:22]=[CH:21][CH:20]=[CH:19][C:18]=4[C:6]2=3)[CH2:28][CH2:27][CH2:26][CH2:25][CH2:24]1. (2) Given the reactants [NH2:1][C:2]1[CH:7]=[N:6][C:5](Br)=[CH:4][N:3]=1.[CH3:9][O:10][C:11]1[N:16]=[CH:15][C:14](B(O)O)=[CH:13][CH:12]=1.C(=O)([O-])[O-].[K+].[K+], predict the reaction product. The product is: [CH3:9][O:10][C:11]1[N:16]=[CH:15][C:14]([C:5]2[N:6]=[CH:7][C:2]([NH2:1])=[N:3][CH:4]=2)=[CH:13][CH:12]=1. (3) Given the reactants S(Cl)(Cl)=O.[Cl:5][C:6]1[C:7]([CH2:53][C:54]2[CH:59]=[CH:58][C:57]([O:60][CH2:61][CH3:62])=[CH:56][CH:55]=2)=[CH:8][C:9]([C@H:14]2[C@H:19]([O:20][CH2:21][C:22]3[CH:27]=[CH:26][CH:25]=[CH:24][CH:23]=3)[C@@H:18]([O:28][CH2:29][C:30]3[CH:35]=[CH:34][CH:33]=[CH:32][CH:31]=3)[C@H:17]([O:36][CH2:37][C:38]3[CH:43]=[CH:42][CH:41]=[CH:40][CH:39]=3)[C@@H:16]([CH2:44][O:45][CH2:46][C:47]3[CH:52]=[CH:51][CH:50]=[CH:49][CH:48]=3)[O:15]2)=[C:10](CO)[CH:11]=1.[CH2:63]([Cl:65])Cl, predict the reaction product. The product is: [CH2:37]([O:36][C@H:17]1[C@H:18]([O:28][CH2:29][C:30]2[CH:31]=[CH:32][CH:33]=[CH:34][CH:35]=2)[C@@H:19]([O:20][CH2:21][C:22]2[CH:27]=[CH:26][CH:25]=[CH:24][CH:23]=2)[C@H:14]([C:9]2[CH:8]=[C:7]([CH2:53][C:54]3[CH:55]=[CH:56][C:57]([O:60][CH2:61][CH3:62])=[CH:58][CH:59]=3)[C:6]([Cl:5])=[CH:11][C:10]=2[CH2:63][Cl:65])[O:15][C@@H:16]1[CH2:44][O:45][CH2:46][C:47]1[CH:48]=[CH:49][CH:50]=[CH:51][CH:52]=1)[C:38]1[CH:43]=[CH:42][CH:41]=[CH:40][CH:39]=1. (4) Given the reactants [CH:1]([Mg]Br)=[CH2:2].[Cl:5][C:6]1[CH:19]=[C:18]([CH3:20])[C:17]([N+:21]([O-])=O)=[CH:16][C:7]=1[CH2:8][O:9][CH:10]1[CH2:15][CH2:14][CH2:13][CH2:12][O:11]1, predict the reaction product. The product is: [Cl:5][C:6]1[C:7]([CH2:8][O:9][CH:10]2[CH2:15][CH2:14][CH2:13][CH2:12][O:11]2)=[C:16]2[C:17](=[C:18]([CH3:20])[CH:19]=1)[NH:21][CH:2]=[CH:1]2. (5) Given the reactants [NH2:1][CH:2]1[CH2:7][CH:6]([OH:8])[CH2:5][C:4]([CH3:10])([CH3:9])[CH2:3]1.C([O-])(O)=O.[Na+].[CH3:16][C:17]([O:20][C:21](O[C:21]([O:20][C:17]([CH3:19])([CH3:18])[CH3:16])=[O:22])=[O:22])([CH3:19])[CH3:18].[Na+].[Cl-], predict the reaction product. The product is: [C:17]([O:20][C:21](=[O:22])[NH:1][C@H:2]1[CH2:7][C@H:6]([OH:8])[CH2:5][C:4]([CH3:10])([CH3:9])[CH2:3]1)([CH3:19])([CH3:18])[CH3:16]. (6) Given the reactants C(OC([N:8]1[C@@H:12]([CH2:13]/[CH:14]=[C:15](/[C:17]2[CH:22]=[CH:21][CH:20]=[CH:19][CH:18]=2)\[CH3:16])[CH2:11][O:10]C1(C)C)=O)(C)(C)C.Cl, predict the reaction product. The product is: [NH2:8][C@@H:12]([CH2:13]/[CH:14]=[C:15](/[C:17]1[CH:18]=[CH:19][CH:20]=[CH:21][CH:22]=1)\[CH3:16])[CH2:11][OH:10]. (7) Given the reactants [F:1][C:2]1[CH:9]=[CH:8][C:5]([C:6]#[N:7])=[CH:4][C:3]=1[CH3:10].[Br:11]N1C(=O)CCC1=O.C(OOC(=O)C1C=CC=CC=1)(=O)C1C=CC=CC=1, predict the reaction product. The product is: [Br:11][CH2:10][C:3]1[CH:4]=[C:5]([CH:8]=[CH:9][C:2]=1[F:1])[C:6]#[N:7].